Dataset: Reaction yield outcomes from USPTO patents with 853,638 reactions. Task: Predict the reaction yield, written as a fraction of the theoretical maximum amount of product (1.0 means a 100% yield; for example, 0.34 means a 34% yield). (1) The reactants are [Br:1][C:2]1[CH:3]=[CH:4][C:5]([OH:10])=[C:6]([CH:9]=1)[C:7]#[N:8].[C:11]([O:15][K])(C)(C)C.[CH3:17]OCCl. The catalyst is CN(C=O)C. The product is [Br:1][C:2]1[CH:3]=[C:4]([O:15][CH3:11])[C:5]([O:10][CH3:17])=[C:6]([CH:9]=1)[C:7]#[N:8]. The yield is 0.860. (2) The yield is 0.810. The product is [CH3:16][CH:15]1[O:17][B:29]([OH:30])[C:2]2[CH:14]=[CH:13][C:5]([OH:6])=[CH:4][C:3]1=2. The catalyst is C1COCC1. The reactants are Br[C:2]1[CH:14]=[CH:13][C:5]([O:6]C2CCCCO2)=[CH:4][C:3]=1[CH:15]([O:17]C1CCCCO1)[CH3:16].[Li]CCCC.[B:29](OC(C)C)(OC(C)C)[O:30]C(C)C.Cl. (3) The reactants are [NH2:1][CH2:2][C:3]1([CH3:15])[CH2:7][CH2:6][N:5]([C:8]([O:10][C:11]([CH3:14])([CH3:13])[CH3:12])=[O:9])[CH2:4]1.[O:16]1[C@:18]2([CH2:23][CH2:22][CH2:21][C@H:20]([CH2:24][N:25]3[C:29]4[CH:30]=[C:31]([C:34]#[N:35])[CH:32]=[CH:33][C:28]=4[N:27]=[CH:26]3)[CH2:19]2)[CH2:17]1. The catalyst is C(O)(C)C. The product is [C:34]([C:31]1[CH:32]=[CH:33][C:28]2[N:27]=[CH:26][N:25]([CH2:24][C@H:20]3[CH2:21][CH2:22][CH2:23][C@:18]([CH2:17][NH:1][CH2:2][C:3]4([CH3:15])[CH2:7][CH2:6][N:5]([C:8]([O:10][C:11]([CH3:14])([CH3:13])[CH3:12])=[O:9])[CH2:4]4)([OH:16])[CH2:19]3)[C:29]=2[CH:30]=1)#[N:35]. The yield is 0.624. (4) The reactants are [CH3:1][C:2]([O-])([CH3:4])[CH3:3].[K+].CC([O-])(C)C.[K+].CS(C)=O.[Li+].[OH-:18].C1(S([C:28]2C(C(C3C=CC=CC=3Cl)=O)=CC=[CH:30][N:29]=2)(=O)=O)C=CC=CC=1.C(O)(=O)C.[Na+].[Cl-].C(O)(=O)C1C=CC=CC=1.C(O)(=O)C1C=CC=CC=1.Cl[C:68]1C=CC=CC=1C(C1C(C=C(O)C2C=CN=CC=2)=NC=CC=1)=O. The catalyst is CS(C)=O.C(OC(C)C)(=O)C.C(O)(=O)C1C=CC=CC=1.ClC1C=CC=CC=1C(C1C(C=C(O)C2C=CN=CC=2)=NC=CC=1)=O.C1(C)C=CC=CC=1. The product is [C:1]([C:2]1[CH:4]=[CH:30][N:29]=[CH:28][CH:3]=1)(=[O:18])[CH3:68]. The yield is 0.830. (5) The reactants are [CH2:1]([C:5]1[N:6]=[C:7]([CH3:27])[NH:8][C:9](=[O:26])[C:10]=1[CH2:11][C:12]1[CH:17]=[CH:16][C:15]([C:18]2[C:19]([C:24]#[N:25])=[CH:20][CH:21]=[CH:22][CH:23]=2)=[CH:14][CH:13]=1)[CH2:2][CH2:3][CH3:4].C(=O)([O-])[O-].[Cs+].[Cs+].Cl[CH2:35][C:36]1[N:40](C(OC(C)(C)C)=O)[C:39]2[CH:48]=[CH:49][CH:50]=[CH:51][C:38]=2[N:37]=1.[I-].[K+]. The catalyst is C(OCC)(=O)C.CN(C)C(=O)C. The product is [NH:37]1[C:38]2[CH:51]=[CH:50][CH:49]=[CH:48][C:39]=2[N:40]=[C:36]1[CH2:35][N:8]1[C:9](=[O:26])[C:10]([CH2:11][C:12]2[CH:17]=[CH:16][C:15]([C:18]3[C:19]([C:24]#[N:25])=[CH:20][CH:21]=[CH:22][CH:23]=3)=[CH:14][CH:13]=2)=[C:5]([CH2:1][CH2:2][CH2:3][CH3:4])[N:6]=[C:7]1[CH3:27]. The yield is 0.180. (6) The reactants are [CH3:1][N:2]1[CH2:7][CH:6]=[C:5]([C:8]2[CH:13]=[CH:12][C:11]([B:14]3[O:18][C:17]([CH3:20])([CH3:19])[C:16]([CH3:22])([CH3:21])[O:15]3)=[CH:10][C:9]=2[N+:23]([O-])=O)[CH2:4][CH2:3]1. The catalyst is CO.[Pd]. The product is [CH3:1][N:2]1[CH2:3][CH2:4][CH:5]([C:8]2[CH:13]=[CH:12][C:11]([B:14]3[O:18][C:17]([CH3:20])([CH3:19])[C:16]([CH3:22])([CH3:21])[O:15]3)=[CH:10][C:9]=2[NH2:23])[CH2:6][CH2:7]1. The yield is 0.720.